Dataset: Catalyst prediction with 721,799 reactions and 888 catalyst types from USPTO. Task: Predict which catalyst facilitates the given reaction. Reactant: CN(C)[C:3](=[O:28])[CH2:4][O:5][CH2:6][CH2:7][N:8]1[CH2:13][CH2:12][N:11]([CH:14]([C:22]2[CH:27]=[CH:26][CH:25]=[CH:24][CH:23]=2)[C:15]2[CH:20]=[CH:19][C:18]([Cl:21])=[CH:17][CH:16]=2)[CH2:10][CH2:9]1.C(N(CC)C(=O)C[O:35]CCN1CCN(C(C2C=CC=CC=2)C2C=CC([Cl:51])=CC=2)CC1)C. Product: [ClH:21].[ClH:51].[C:22]1([CH:14]([N:11]2[CH2:12][CH2:13][N:8]([CH2:7][CH2:6][O:5][CH2:4][C:3]([OH:28])=[O:35])[CH2:9][CH2:10]2)[C:15]2[CH:16]=[CH:17][C:18]([Cl:21])=[CH:19][CH:20]=2)[CH:27]=[CH:26][CH:25]=[CH:24][CH:23]=1. The catalyst class is: 12.